From a dataset of Reaction yield outcomes from USPTO patents with 853,638 reactions. Predict the reaction yield, written as a fraction of the theoretical maximum amount of product (1.0 means a 100% yield; for example, 0.34 means a 34% yield). (1) The reactants are C(O[C:4](=[O:13])[C:5]1[CH:10]=[CH:9][C:8]([NH2:11])=[N:7][C:6]=1[NH2:12])C.[OH-].[Na+].Cl.C(N(CC)CC)C.F[P-](F)(F)(F)(F)F.N1(O[P+](N(C)C)(N(C)C)N(C)C)C2C=CC=CC=2N=N1.[O:51]([C:58]1[S:62][C:61]([CH2:63][NH2:64])=[CH:60][CH:59]=1)[C:52]1[CH:57]=[CH:56][CH:55]=[CH:54][CH:53]=1. The catalyst is C(O)C.[Cl-].[Na+].O. The product is [NH2:12][C:6]1[N:7]=[C:8]([NH2:11])[CH:9]=[CH:10][C:5]=1[C:4]([NH:64][CH2:63][C:61]1[S:62][C:58]([O:51][C:52]2[CH:53]=[CH:54][CH:55]=[CH:56][CH:57]=2)=[CH:59][CH:60]=1)=[O:13]. The yield is 0.250. (2) The reactants are [CH:1]12[NH:8][CH:5]([CH2:6][CH2:7]1)[CH2:4][N:3]([C:9]([C:11]1[CH:12]=[CH:13][C:14]([NH:17][C:18]3[N:19]=[CH:20][C:21]4[CH:26]=[C:25]([C:27]([N:29]([CH3:31])[CH3:30])=[O:28])[N:24]([CH:32]5[CH2:36][CH2:35][CH2:34][CH2:33]5)[C:22]=4[N:23]=3)=[N:15][CH:16]=1)=[O:10])[CH2:2]2.C(O[BH-]([O:46][C:47](=O)[CH3:48])OC(=O)C)(=O)C.[Na+].Cl[CH2:52]Cl. No catalyst specified. The product is [CH:32]1([N:24]2[C:22]3[N:23]=[C:18]([NH:17][C:14]4[CH:13]=[CH:12][C:11]([C:9]([N:3]5[CH2:4][CH:5]6[N:8]([CH:48]([CH3:52])[CH2:47][OH:46])[CH:1]([CH2:7][CH2:6]6)[CH2:2]5)=[O:10])=[CH:16][N:15]=4)[N:19]=[CH:20][C:21]=3[CH:26]=[C:25]2[C:27]([N:29]([CH3:31])[CH3:30])=[O:28])[CH2:33][CH2:34][CH2:35][CH2:36]1. The yield is 0.330. (3) The reactants are I[C:2]1[C:6]([CH:7]=[O:8])=[CH:5][N:4]([CH:9]2[CH2:14][CH2:13][CH2:12][CH2:11][O:10]2)[N:3]=1.[N+:15]([C:18]1[CH:23]=[CH:22][C:21](B(O)O)=[CH:20][CH:19]=1)([O-:17])=[O:16].C([O-])(O)=O.[Na+].O. The catalyst is O1CCOCC1.CCOC(C)=O.[Pd].C1(P(C2C=CC=CC=2)C2C=CC=CC=2)C=CC=CC=1.C1(P(C2C=CC=CC=2)C2C=CC=CC=2)C=CC=CC=1.C1(P(C2C=CC=CC=2)C2C=CC=CC=2)C=CC=CC=1.C1(P(C2C=CC=CC=2)C2C=CC=CC=2)C=CC=CC=1. The product is [N+:15]([C:18]1[CH:23]=[CH:22][C:21]([C:2]2[C:6]([CH:7]=[O:8])=[CH:5][N:4]([CH:9]3[CH2:14][CH2:13][CH2:12][CH2:11][O:10]3)[N:3]=2)=[CH:20][CH:19]=1)([O-:17])=[O:16]. The yield is 0.560. (4) The reactants are C1(S([CH2:9][C:10]2[CH:11]=[CH:12][N:13]3[C:18]=2[C:17]([NH:19][C:20]2[CH:21]=[C:22]4[C:26](=[CH:27][CH:28]=2)[N:25]([CH2:29][C:30]2[CH:35]=[CH:34][CH:33]=[C:32]([F:36])[CH:31]=2)[N:24]=[CH:23]4)=[N:16][CH:15]=[N:14]3)=O)C=CC=CC=1.[NH:37]1[CH2:43][CH2:42][CH2:41][NH:40][CH2:39][CH2:38]1. The catalyst is C(Cl)Cl. The product is [N:37]1([CH2:9][C:10]2[CH:11]=[CH:12][N:13]3[C:18]=2[C:17]([NH:19][C:20]2[CH:21]=[C:22]4[C:26](=[CH:27][CH:28]=2)[N:25]([CH2:29][C:30]2[CH:35]=[CH:34][CH:33]=[C:32]([F:36])[CH:31]=2)[N:24]=[CH:23]4)=[N:16][CH:15]=[N:14]3)[CH2:43][CH2:42][CH2:41][NH:40][CH2:39][CH2:38]1. The yield is 0.820.